This data is from Reaction yield outcomes from USPTO patents with 853,638 reactions. The task is: Predict the reaction yield, written as a fraction of the theoretical maximum amount of product (1.0 means a 100% yield; for example, 0.34 means a 34% yield). (1) The reactants are [C:1](=O)(O)[O-:2].[Na+].[N:6]1[C:13]([Cl:14])=[N:12][C:10]([Cl:11])=[N:9][C:7]=1Cl.CO. The catalyst is O. The product is [CH3:1][O:2][C:7]1[N:9]=[C:10]([Cl:11])[N:12]=[C:13]([Cl:14])[N:6]=1. The yield is 0.840. (2) The reactants are [CH:1]1([C:7]2[C:15]3[C:10](=[CH:11][C:12]([C:16]([O:18][CH3:19])=[O:17])=[CH:13][CH:14]=3)[N:9]([CH2:20][CH:21]3[O:25][CH2:24][CH2:23][O:22]3)[C:8]=2[C:26]2[CH:31]=[CH:30][CH:29]=[CH:28][C:27]=2[CH:32]=[N:33]O)[CH2:6][CH2:5][CH2:4][CH2:3][CH2:2]1. The catalyst is CC(O)=O.[Pt](=O)=O. The product is [NH2:33][CH2:32][C:27]1[CH:28]=[CH:29][CH:30]=[CH:31][C:26]=1[C:8]1[N:9]([CH2:20][CH:21]2[O:25][CH2:24][CH2:23][O:22]2)[C:10]2[C:15]([C:7]=1[CH:1]1[CH2:2][CH2:3][CH2:4][CH2:5][CH2:6]1)=[CH:14][CH:13]=[C:12]([C:16]([O:18][CH3:19])=[O:17])[CH:11]=2. The yield is 1.00. (3) The reactants are [CH:1]1[CH:6]=CC=C[CH:2]=1.[CH3:7][O:8][C:9]1[CH:10]=[C:11]([OH:28])[CH:12]=[C:13]([O:26][CH3:27])[C:14]=1[CH2:15][C@H:16]1[C@:18]([CH3:25])([CH2:19][CH2:20][CH:21]=[C:22]([CH3:24])[CH3:23])[O:17]1.C1(P(C2C=CC=CC=2)C2C=CC=CC=2)C=CC=CC=1.CCCCCC. The catalyst is CC(C)[O-].[Ti+4].CC(C)[O-].CC(C)[O-].CC(C)[O-].C([O-])(=O)C.[Pd+2].C([O-])(=O)C.C(=O)(OC)OCC=C.CCOC(C)=O. The product is [CH2:6]([C:14]1([CH2:15][C@H:16]2[C@:18]([CH3:25])([CH2:19][CH2:20][CH:21]=[C:22]([CH3:24])[CH3:23])[O:17]2)[C:9]([O:8][CH3:7])=[CH:10][C:11](=[O:28])[CH:12]=[C:13]1[O:26][CH3:27])[CH:1]=[CH2:2]. The yield is 0.650. (4) The reactants are Cl[C:2]1[N:11]=[C:10]([NH:12][CH2:13][C:14]2[CH:19]=[CH:18][C:17]([NH:20][C:21](=[O:29])[C:22]3[CH:27]=[CH:26][C:25]([F:28])=[CH:24][CH:23]=3)=[CH:16][CH:15]=2)[C:9]2[C:4](=[CH:5][CH:6]=[CH:7][CH:8]=2)[N:3]=1.[CH3:30][NH:31][CH3:32]. The catalyst is C1COCC1. The product is [CH3:30][N:31]([CH3:32])[C:2]1[N:11]=[C:10]([NH:12][CH2:13][C:14]2[CH:15]=[CH:16][C:17]([NH:20][C:21](=[O:29])[C:22]3[CH:23]=[CH:24][C:25]([F:28])=[CH:26][CH:27]=3)=[CH:18][CH:19]=2)[C:9]2[C:4](=[CH:5][CH:6]=[CH:7][CH:8]=2)[N:3]=1. The yield is 0.930. (5) The yield is 0.530. The product is [CH3:28][N:29]([CH3:34])[S:30]([N:14]1[C:15]2[C:11](=[C:10]([O:9][CH2:7][CH3:8])[CH:18]=[C:17]([CH2:19][C:20]3[C:21]([NH2:27])=[N:22][C:23]([NH2:26])=[N:24][CH:25]=3)[CH:16]=2)[CH:12]=[CH:13]1)(=[O:32])=[O:31]. The reactants are CC([O-])(C)C.[K+].[CH2:7]([O:9][C:10]1[CH:18]=[C:17]([CH2:19][C:20]2[C:21]([NH2:27])=[N:22][C:23]([NH2:26])=[N:24][CH:25]=2)[CH:16]=[C:15]2[C:11]=1[CH:12]=[CH:13][NH:14]2)[CH3:8].[CH3:28][N:29]([CH3:34])[S:30](Cl)(=[O:32])=[O:31]. The catalyst is CN(C)C=O. (6) The reactants are [H-].[Na+].Br[C:4]1[CH:12]=[C:11]2[C:7]([CH:8]=[N:9][NH:10]2)=[CH:6][CH:5]=1.[Li]C(CC)C.[NH4+].[Cl-].C1C[O:23][CH2:22]C1. The catalyst is CN(C=O)C. The product is [NH:10]1[C:11]2[C:7](=[CH:6][CH:5]=[C:4]([CH:22]=[O:23])[CH:12]=2)[CH:8]=[N:9]1. The yield is 0.580.